From a dataset of Peptide-MHC class I binding affinity with 185,985 pairs from IEDB/IMGT. Regression. Given a peptide amino acid sequence and an MHC pseudo amino acid sequence, predict their binding affinity value. This is MHC class I binding data. The peptide sequence is RWFHGDAAW. The MHC is Mamu-B17 with pseudo-sequence Mamu-B17. The binding affinity (normalized) is 0.605.